This data is from Forward reaction prediction with 1.9M reactions from USPTO patents (1976-2016). The task is: Predict the product of the given reaction. (1) Given the reactants Br[CH2:2][CH2:3][CH2:4][N:5]1[C:9]2[CH:10]=[CH:11][CH:12]=[CH:13][C:8]=2[N:7]([C:14]2[C:19]([F:20])=[CH:18][CH:17]=[CH:16][C:15]=2[F:21])[S:6]1(=[O:23])=[O:22].[CH:24]1([NH2:30])[CH2:29][CH2:28][CH2:27][CH2:26][CH2:25]1.[ClH:31], predict the reaction product. The product is: [ClH:31].[F:21][C:15]1[CH:16]=[CH:17][CH:18]=[C:19]([F:20])[C:14]=1[N:7]1[C:8]2[CH:13]=[CH:12][CH:11]=[CH:10][C:9]=2[N:5]([CH2:4][CH2:3][CH2:2][NH:30][CH:24]2[CH2:29][CH2:28][CH2:27][CH2:26][CH2:25]2)[S:6]1(=[O:23])=[O:22]. (2) Given the reactants [CH3:1][C:2]1[O:6][C:5]([C:7]2[C:8]3[N:16]=[N:15][N:14]([CH2:17][C:18]4[CH:23]=[C:22]([N+:24]([O-])=[O:25])[CH:21]=[CH:20][N:19]=4)[C:9]=3[N:10]=[C:11]([NH2:13])[N:12]=2)=[CH:4][CH:3]=1.[Cl-].[NH4+], predict the reaction product. The product is: [OH:25][NH:24][C:22]1[CH:21]=[CH:20][N:19]=[C:18]([CH2:17][N:14]2[C:9]3[N:10]=[C:11]([NH2:13])[N:12]=[C:7]([C:5]4[O:6][C:2]([CH3:1])=[CH:3][CH:4]=4)[C:8]=3[N:16]=[N:15]2)[CH:23]=1.